Predict the product of the given reaction. From a dataset of Forward reaction prediction with 1.9M reactions from USPTO patents (1976-2016). (1) Given the reactants [CH2:1]([O:3][C:4](=[O:20])[CH:5]([O:17][CH2:18][CH3:19])[CH2:6][C:7]1[C:15]2[O:14][CH2:13][CH2:12][C:11]=2[C:10]([OH:16])=[CH:9][CH:8]=1)[CH3:2].Cl[CH2:22][C:23]1[N:24]=[C:25]([C:29]2[CH:34]=[CH:33][C:32]([CH2:35][CH3:36])=[CH:31][CH:30]=2)[O:26][C:27]=1[CH3:28].C(=O)([O-])[O-].[K+].[K+].[I-].[K+], predict the reaction product. The product is: [CH2:1]([O:3][C:4](=[O:20])[CH:5]([O:17][CH2:18][CH3:19])[CH2:6][C:7]1[C:15]2[O:14][CH2:13][CH2:12][C:11]=2[C:10]([O:16][CH2:22][C:23]2[N:24]=[C:25]([C:29]3[CH:30]=[CH:31][C:32]([CH2:35][CH3:36])=[CH:33][CH:34]=3)[O:26][C:27]=2[CH3:28])=[CH:9][CH:8]=1)[CH3:2]. (2) Given the reactants N1(C([O-])=O)CCCCC1.C([C:17]1([S:39]([N:42](CC2C=CC(OC)=CC=2OC)C2SN=CN=2)(=[O:41])=[O:40])[CH:22]=[C:21](F)[C:20](OC(C2C=CC(Cl)=CC=2)C2CCNC2)=[CH:19][CH:18]1F)C1C=CC=CC=1, predict the reaction product. The product is: [C:17]1([S:39]([NH2:42])(=[O:41])=[O:40])[CH:22]=[CH:21][CH:20]=[CH:19][CH:18]=1. (3) Given the reactants [CH3:1][O:2][C:3]1[CH:4]=[C:5]([CH2:11][CH2:12][C:13](O)=[O:14])[CH:6]=[CH:7][C:8]=1[O:9][CH3:10].[Cl-].[NH4+].C(OCC)C, predict the reaction product. The product is: [CH3:1][O:2][C:3]1[CH:4]=[C:5]([CH2:11][CH2:12][CH2:13][OH:14])[CH:6]=[CH:7][C:8]=1[O:9][CH3:10]. (4) Given the reactants [C:1]([O:5][C:6](=[O:24])[CH2:7][CH:8]1[C:14]2[CH:15]=[CH:16][CH:17]=[CH:18][C:13]=2[C:12](=[O:19])[N:11]([CH2:20][C:21]([OH:23])=O)[CH2:10][CH2:9]1)([CH3:4])([CH3:3])[CH3:2].[NH2:25][CH2:26][C@H:27]1[CH2:32][CH2:31][C@H:30]([NH:33][C:34]2[NH:38][C:37]3[CH:39]=[CH:40][CH:41]=[CH:42][C:36]=3[N:35]=2)[CH2:29][CH2:28]1, predict the reaction product. The product is: [NH:35]1[C:36]2[CH:42]=[CH:41][CH:40]=[CH:39][C:37]=2[N:38]=[C:34]1[NH:33][CH:30]1[CH2:29][CH2:28][CH:27]([CH2:26][NH:25][C:21](=[O:23])[CH2:20][N:11]2[CH2:10][CH2:9][CH:8]([CH2:7][C:6]([O:5][C:1]([CH3:3])([CH3:4])[CH3:2])=[O:24])[C:14]3[CH:15]=[CH:16][CH:17]=[CH:18][C:13]=3[C:12]2=[O:19])[CH2:32][CH2:31]1.